From a dataset of Forward reaction prediction with 1.9M reactions from USPTO patents (1976-2016). Predict the product of the given reaction. (1) Given the reactants [CH3:1][O:2][CH:3]1[CH2:6][N:5]([C:7]([C:9]2[CH:18]=[CH:17][C:16]3[C:11](=[C:12]([C:19]4[CH:20]=[C:21]5[C:25](=[CH:26][CH:27]=4)[N:24]([CH3:28])[N:23]=[CH:22]5)[CH:13]=[N:14][CH:15]=3)[N:10]=2)=[O:8])[CH2:4]1.C(OO)(=O)C.C1(C)C=CC(S(Cl)(=O)=O)=CC=1.C(C[NH2:48])O, predict the reaction product. The product is: [NH2:48][C:15]1[N:14]=[CH:13][C:12]([C:19]2[CH:20]=[C:21]3[C:25](=[CH:26][CH:27]=2)[N:24]([CH3:28])[N:23]=[CH:22]3)=[C:11]2[C:16]=1[CH:17]=[CH:18][C:9]([C:7]([N:5]1[CH2:4][CH:3]([O:2][CH3:1])[CH2:6]1)=[O:8])=[N:10]2. (2) Given the reactants Cl[C:2]1[N:7]=[CH:6][N:5]=[C:4]2[NH:8][C:9](=[O:28])[N:10]([C:12]3[CH:17]=[C:16]([O:18][CH2:19][C:20]4[C:25]([F:26])=[CH:24][CH:23]=[CH:22][N:21]=4)[CH:15]=[CH:14][C:13]=3[CH3:27])[CH2:11][C:3]=12.CO.C[O-].[Na+].CN(C)[C:36](=[O:38])C, predict the reaction product. The product is: [F:26][C:25]1[C:20]([CH2:19][O:18][C:16]2[CH:15]=[CH:14][C:13]([CH3:27])=[C:12]([N:10]3[CH2:11][C:3]4[C:4](=[N:5][CH:6]=[N:7][C:2]=4[O:38][CH3:36])[NH:8][C:9]3=[O:28])[CH:17]=2)=[N:21][CH:22]=[CH:23][CH:24]=1. (3) Given the reactants [Cl:1][C:2]1[C:3]([NH:22][C:23]2[CH:32]=[CH:31][CH:30]=[CH:29][C:24]=2[C:25]([NH:27][CH3:28])=[O:26])=[N:4][C:5]([NH:8][C:9]2[C:18]3[CH2:17][CH2:16][CH2:15][CH2:14][C:13]=3[CH:12]=[C:11]([N+:19]([O-])=O)[CH:10]=2)=[N:6][CH:7]=1.[Cl-].[NH4+].O, predict the reaction product. The product is: [NH2:19][C:11]1[CH:10]=[C:9]([NH:8][C:5]2[N:4]=[C:3]([NH:22][C:23]3[CH:32]=[CH:31][CH:30]=[CH:29][C:24]=3[C:25]([NH:27][CH3:28])=[O:26])[C:2]([Cl:1])=[CH:7][N:6]=2)[C:18]2[CH2:17][CH2:16][CH2:15][CH2:14][C:13]=2[CH:12]=1.